From a dataset of Forward reaction prediction with 1.9M reactions from USPTO patents (1976-2016). Predict the product of the given reaction. (1) The product is: [CH:53]([OH:56])=[O:55].[C:1]([C:5]1[CH:6]=[C:7]([NH:18][C:19]([NH:21][C@@H:22]2[C:31]3[C:26](=[CH:27][CH:28]=[CH:29][CH:30]=3)[C@H:25]([O:32][C:33]3[CH:34]=[CH:35][C:36]4[N:37]([C:39]([N:42]5[CH2:47][CH2:46][CH2:45][CH2:44][C@@H:43]5[CH3:48])=[N:40][N:41]=4)[CH:38]=3)[CH2:24][CH2:23]2)=[O:20])[N:8]([C:10]2[CH:15]=[CH:14][C:13]([CH2:16][N:51]([CH2:49][CH3:50])[CH3:52])=[CH:12][CH:11]=2)[N:9]=1)([CH3:2])([CH3:4])[CH3:3]. Given the reactants [C:1]([C:5]1[CH:6]=[C:7]([NH:18][C:19]([NH:21][C@@H:22]2[C:31]3[C:26](=[CH:27][CH:28]=[CH:29][CH:30]=3)[C@H:25]([O:32][C:33]3[CH:34]=[CH:35][C:36]4[N:37]([C:39]([N:42]5[CH2:47][CH2:46][CH2:45][CH2:44][C@@H:43]5[CH3:48])=[N:40][N:41]=4)[CH:38]=3)[CH2:24][CH2:23]2)=[O:20])[N:8]([C:10]2[CH:15]=[CH:14][C:13]([CH:16]=O)=[CH:12][CH:11]=2)[N:9]=1)([CH3:4])([CH3:3])[CH3:2].[CH2:49]([NH:51][CH3:52])[CH3:50].[C:53]([O:56][BH-](OC(=O)C)OC(=O)C)(=[O:55])C.[Na+].O, predict the reaction product. (2) Given the reactants [F:1][C@H:2]1[CH2:4][C@H:3]1[NH:5][CH:6]=[C:7]([C:13](=[O:37])[C:14]1[CH:19]=[C:18]([F:20])[C:17]([N:21]2[CH2:27][C@@H:26]([NH:28][C:29]([O:31][C:32]([CH3:35])([CH3:34])[CH3:33])=[O:30])[C:23]3([CH2:25][CH2:24]3)[CH2:22]2)=[CH:16][C:15]=1F)[C:8]([O:10]CC)=[O:9].C1(C)C=CC=CC=1.[OH-].[K+].Cl, predict the reaction product. The product is: [C:32]([O:31][C:29]([NH:28][C@H:26]1[C:23]2([CH2:24][CH2:25]2)[CH2:22][N:21]([C:17]2[CH:16]=[C:15]3[C:14]([C:13](=[O:37])[C:7]([C:8]([OH:10])=[O:9])=[CH:6][N:5]3[C@@H:3]3[CH2:4][C@@H:2]3[F:1])=[CH:19][C:18]=2[F:20])[CH2:27]1)=[O:30])([CH3:34])([CH3:35])[CH3:33]. (3) Given the reactants [CH3:1][O:2][C:3]1[C:12]([C:13]#[N:14])=[CH:11][CH:10]=[C:9]2[C:4]=1[CH2:5][CH2:6][O:7][CH:8]2[CH2:15][N:16]1[CH2:21][CH2:20][NH:19][CH2:18][CH2:17]1.[CH3:22][C:23]1[C:31]2[CH2:30][O:29][C:28](=[O:32])[C:27]=2[CH:26]=[CH:25][C:24]=1[CH2:33][CH:34]=O.[BH-](OC(C)=O)(OC(C)=O)OC(C)=O.[Na+], predict the reaction product. The product is: [CH3:22][C:23]1[C:31]2[CH2:30][O:29][C:28](=[O:32])[C:27]=2[CH:26]=[CH:25][C:24]=1[CH2:33][CH2:34][N:19]1[CH2:20][CH2:21][N:16]([CH2:15][CH:8]2[C:9]3[C:4](=[C:3]([O:2][CH3:1])[C:12]([C:13]#[N:14])=[CH:11][CH:10]=3)[CH2:5][CH2:6][O:7]2)[CH2:17][CH2:18]1. (4) Given the reactants [CH2:1]([C:3]1[CH:8]=[CH:7][C:6]([C@H:9]2[CH2:14][C@@H:13]([C:15]([F:18])([F:17])[F:16])[N:12]3[N:19]=[CH:20][C:21]([C:22]([OH:24])=O)=[C:11]3[NH:10]2)=[CH:5][CH:4]=1)[CH3:2].CN(C(ON1N=NC2C=CC=NC1=2)=[N+](C)C)C.F[P-](F)(F)(F)(F)F.C(N(CC)C(C)C)(C)C.[CH2:58]1[CH2:63][CH:62]([CH2:64][NH2:65])[CH2:61][CH2:60][CH2:59]1, predict the reaction product. The product is: [CH:62]1([CH2:64][NH:65][C:22]([C:21]2[CH:20]=[N:19][N:12]3[C@H:13]([C:15]([F:17])([F:18])[F:16])[CH2:14][C@H:9]([C:6]4[CH:7]=[CH:8][C:3]([CH2:1][CH3:2])=[CH:4][CH:5]=4)[NH:10][C:11]=23)=[O:24])[CH2:63][CH2:58][CH2:59][CH2:60][CH2:61]1. (5) The product is: [Cl:1][C:2]1[CH:3]=[CH:4][C:5]([CH2:6][N:7]2[C:15]3[C:10](=[CH:11][CH:12]=[CH:13][CH:14]=3)[CH:9]=[C:8]2[C:16]([N:18]2[CH2:19][CH2:20][CH:21]([C:24]([N:41]3[CH2:47][CH2:48][CH2:49][CH2:44][CH2:45]3)=[O:25])[CH2:22][CH2:23]2)=[O:17])=[CH:27][CH:28]=1. Given the reactants [Cl:1][C:2]1[CH:28]=[CH:27][C:5]([CH2:6][N:7]2[C:15]3[C:10](=[CH:11][CH:12]=[CH:13][CH:14]=3)[CH:9]=[C:8]2[C:16]([N:18]2[CH2:23][CH2:22][CH:21]([C:24](O)=[O:25])[CH2:20][CH2:19]2)=[O:17])=[CH:4][CH:3]=1.C(N=C=NCCCN(C)C)C.O[N:41]1[C:45]2C=[CH:47][CH:48]=[CH:49][C:44]=2N=N1.C(N(CC)C(C)C)(C)C.N1CCCCC1, predict the reaction product.